This data is from Reaction yield outcomes from USPTO patents with 853,638 reactions. The task is: Predict the reaction yield, written as a fraction of the theoretical maximum amount of product (1.0 means a 100% yield; for example, 0.34 means a 34% yield). (1) The reactants are [C:1]([C:5]1[CH:10]=[CH:9][CH:8]=[CH:7][C:6]=1[N:11]1[CH2:16][CH2:15][N:14]([C:17]([C:19]2[CH:28]=[CH:27][C:22]3[NH:23][C:24]([SH:26])=[N:25][C:21]=3[CH:20]=2)=[O:18])[CH2:13][CH2:12]1)([CH3:4])([CH3:3])[CH3:2].Br[CH2:30][C:31]([O:33][C:34]([CH3:37])([CH3:36])[CH3:35])=[O:32].C(=O)([O-])[O-].[K+].[K+].CN(C)C=O. The catalyst is O. The product is [C:1]([C:5]1[CH:10]=[CH:9][CH:8]=[CH:7][C:6]=1[N:11]1[CH2:16][CH2:15][N:14]([C:17]([C:19]2[CH:28]=[CH:27][C:22]3[NH:23][C:24]([S:26][CH2:30][C:31]([O:33][C:34]([CH3:37])([CH3:36])[CH3:35])=[O:32])=[N:25][C:21]=3[CH:20]=2)=[O:18])[CH2:13][CH2:12]1)([CH3:4])([CH3:2])[CH3:3]. The yield is 0.810. (2) The reactants are Br[C:2]1[CH:7]=[CH:6][C:5]([CH2:8][C:9]([NH2:11])=[O:10])=[C:4]([CH3:12])[C:3]=1[Cl:13].[Cu](C#N)[C:15]#[N:16].O. The catalyst is CN(C=O)C. The product is [Cl:13][C:3]1[C:4]([CH3:12])=[C:5]([CH2:8][C:9]([NH2:11])=[O:10])[CH:6]=[CH:7][C:2]=1[C:15]#[N:16]. The yield is 0.670. (3) The reactants are [CH3:1][C:2]1[C:6]([C:7]2[CH:12]=[CH:11][CH:10]=[CH:9][CH:8]=2)=[CH:5][NH:4][N:3]=1.C(=O)([O-])[O-].[Cs+].[Cs+].Br[CH2:20][CH2:21][C@@:22]([CH3:32])([S:28]([CH3:31])(=[O:30])=[O:29])[C:23]([O:25][CH2:26][CH3:27])=[O:24]. The catalyst is C1COCC1. The product is [CH3:32][C@@:22]([S:28]([CH3:31])(=[O:29])=[O:30])([CH2:21][CH2:20][N:4]1[CH:5]=[C:6]([C:7]2[CH:8]=[CH:9][CH:10]=[CH:11][CH:12]=2)[C:2]([CH3:1])=[N:3]1)[C:23]([O:25][CH2:26][CH3:27])=[O:24]. The yield is 0.193. (4) The reactants are [C:1]([CH2:3][C:4]1[CH:5]=[C:6]([CH:11]=[CH:12][CH:13]=1)[C:7]([O:9][CH3:10])=[O:8])#[N:2].[H-].[Na+].Br[CH2:17][CH2:18][CH2:19]Br. The catalyst is CS(C)=O. The product is [C:1]([C:3]1([C:4]2[CH:5]=[C:6]([CH:11]=[CH:12][CH:13]=2)[C:7]([O:9][CH3:10])=[O:8])[CH2:19][CH2:18][CH2:17]1)#[N:2]. The yield is 0.420. (5) The reactants are [I-].[Na+].Br[CH2:4][CH2:5][CH2:6][O:7][CH2:8][C:9]1[CH:14]=[CH:13][CH:12]=[CH:11][CH:10]=1.[CH2:15]([CH2:17][NH2:18])[OH:16]. The catalyst is C(O)C. The product is [CH2:8]([O:7][CH2:6][CH2:5][CH2:4][NH:18][CH2:17][CH2:15][OH:16])[C:9]1[CH:14]=[CH:13][CH:12]=[CH:11][CH:10]=1. The yield is 0.900. (6) The reactants are [Cl:1][C:2]1[CH:10]=[CH:9][C:8]([N:11]2[CH:15]=[CH:14][CH:13]=[CH:12]2)=[CH:7][C:3]=1[C:4]([NH2:6])=[O:5].FC1C=CC([O:23][C:24](=O)[NH:25][C:26]2[S:27][C:28]3[CH:34]=[C:33]([S:35]([CH3:38])(=[O:37])=[O:36])[CH:32]=[CH:31][C:29]=3[N:30]=2)=CC=1. No catalyst specified. The product is [Cl:1][C:2]1[CH:10]=[CH:9][C:8]([N:11]2[CH:15]=[CH:14][CH:13]=[CH:12]2)=[CH:7][C:3]=1[C:4]([NH:6][C:24](=[O:23])[NH:25][C:26]1[S:27][C:28]2[CH:34]=[C:33]([S:35]([CH3:38])(=[O:37])=[O:36])[CH:32]=[CH:31][C:29]=2[N:30]=1)=[O:5]. The yield is 0.0700. (7) The reactants are [C:1]([C:3]1[CH:8]=[CH:7][C:6]([N:9]2[C@@H:13]3[CH2:14][CH2:15][CH2:16][CH2:17][C@H:12]3[N:11]([C:18]3[CH:26]=[CH:25][C:21]([C:22](O)=[O:23])=[C:20]([F:27])[CH:19]=3)[C:10]2=[O:28])=[CH:5][C:4]=1[C:29]([F:32])([F:31])[F:30])#[N:2].[C:33]([O:37][CH2:38][CH:39]([O:41][NH2:42])[CH3:40])([CH3:36])([CH3:35])[CH3:34]. No catalyst specified. The product is [C:33]([O:37][CH2:38][CH:39]([O:41][NH:42][C:22](=[O:23])[C:21]1[CH:25]=[CH:26][C:18]([N:11]2[C@@H:12]3[CH2:17][CH2:16][CH2:15][CH2:14][C@H:13]3[N:9]([C:6]3[CH:7]=[CH:8][C:3]([C:1]#[N:2])=[C:4]([C:29]([F:31])([F:30])[F:32])[CH:5]=3)[C:10]2=[O:28])=[CH:19][C:20]=1[F:27])[CH3:40])([CH3:36])([CH3:35])[CH3:34]. The yield is 0.116. (8) The reactants are [Br:1][C:2]1[C:3](=[O:29])[N:4]([C:19]2[CH:20]=[C:21]([CH:26]=[CH:27][CH:28]=2)[C:22]([O:24]C)=[O:23])[C:5]([CH3:18])=[CH:6][C:7]=1[O:8][CH2:9][C:10]1[CH:15]=[CH:14][C:13]([F:16])=[CH:12][C:11]=1[F:17].[OH-].[Na+].Cl. The catalyst is CO.O1CCCC1. The product is [Br:1][C:2]1[C:3](=[O:29])[N:4]([C:19]2[CH:20]=[C:21]([CH:26]=[CH:27][CH:28]=2)[C:22]([OH:24])=[O:23])[C:5]([CH3:18])=[CH:6][C:7]=1[O:8][CH2:9][C:10]1[CH:15]=[CH:14][C:13]([F:16])=[CH:12][C:11]=1[F:17]. The yield is 0.810. (9) The reactants are [NH2:1][C:2]1[CH:3]=[C:4]([C:8]2[N:9]([CH2:21][CH3:22])[C:10]3[C:15]([C:16]=2[C:17]#[N:18])=[CH:14][CH:13]=[C:12]([O:19][CH3:20])[CH:11]=3)[CH:5]=[CH:6][CH:7]=1.[C:23]([N:31]=[C:32]=[S:33])(=[O:30])[C:24]1[CH:29]=[CH:28][CH:27]=[CH:26][CH:25]=1. The catalyst is CC(C)=O. The product is [C:23]([NH:31][C:32]([NH:1][C:2]1[CH:7]=[CH:6][CH:5]=[C:4]([C:8]2[N:9]([CH2:21][CH3:22])[C:10]3[C:15]([C:16]=2[C:17]#[N:18])=[CH:14][CH:13]=[C:12]([O:19][CH3:20])[CH:11]=3)[CH:3]=1)=[S:33])(=[O:30])[C:24]1[CH:29]=[CH:28][CH:27]=[CH:26][CH:25]=1. The yield is 0.900.